This data is from Full USPTO retrosynthesis dataset with 1.9M reactions from patents (1976-2016). The task is: Predict the reactants needed to synthesize the given product. Given the product [O:15]1[C:19]2[CH:20]=[CH:21][CH:22]=[C:23]([CH2:24][CH:25]([O:31][C:2]3[C:3]4[C:10]([I:11])=[C:9]([C:12]#[C:13][CH3:14])[S:8][C:4]=4[N:5]=[CH:6][N:7]=3)[C:26]([O:28][CH2:29][CH3:30])=[O:27])[C:18]=2[CH:17]=[CH:16]1, predict the reactants needed to synthesize it. The reactants are: Cl[C:2]1[C:3]2[C:10]([I:11])=[C:9]([C:12]#[C:13][CH3:14])[S:8][C:4]=2[N:5]=[CH:6][N:7]=1.[O:15]1[C:19]2[CH:20]=[CH:21][CH:22]=[C:23]([CH2:24][CH:25]([OH:31])[C:26]([O:28][CH2:29][CH3:30])=[O:27])[C:18]=2[CH:17]=[CH:16]1.C([O-])([O-])=O.[Cs+].[Cs+].Cl.